From a dataset of Reaction yield outcomes from USPTO patents with 853,638 reactions. Predict the reaction yield, written as a fraction of the theoretical maximum amount of product (1.0 means a 100% yield; for example, 0.34 means a 34% yield). The reactants are [CH:1]1[CH:15]=[C:14]2[C:4]([CH:5]([OH:16])[C:6]3[C:11]([CH:12]=[CH:13]2)=[CH:10][CH:9]=[CH:8][CH:7]=3)=[CH:3][CH:2]=1.[H-].[Na+].[C:19]([O:23]C(=O)CBr)(C)(C)[CH3:20].[H-].[Al+3].[Li+].[H-].[H-].[H-]. The catalyst is C1COCC1.CCOCC. The product is [CH:15]1[C:14]2[CH:13]=[CH:12][C:11]3[CH:10]=[CH:9][CH:8]=[CH:7][C:6]=3[CH:5]([O:16][CH2:20][CH2:19][OH:23])[C:4]=2[CH:3]=[CH:2][CH:1]=1. The yield is 0.500.